Dataset: Full USPTO retrosynthesis dataset with 1.9M reactions from patents (1976-2016). Task: Predict the reactants needed to synthesize the given product. (1) Given the product [CH2:19]([NH:26][C:16]([N:6]1[C:5]2[CH:4]=[CH:3][CH:2]=[CH:1][C:11]=2[CH2:10][CH2:9][C:8]2[CH:12]=[CH:13][CH:14]=[CH:15][C:7]1=2)=[O:17])[C:20]1[CH:25]=[CH:24][CH:23]=[CH:22][CH:21]=1, predict the reactants needed to synthesize it. The reactants are: [CH:1]1[C:11]2[CH2:10][CH2:9][C:8]3[CH:12]=[CH:13][CH:14]=[CH:15][C:7]=3[N:6]([C:16](Cl)=[O:17])[C:5]=2[CH:4]=[CH:3][CH:2]=1.[CH2:19]([NH2:26])[C:20]1[CH:25]=[CH:24][CH:23]=[CH:22][CH:21]=1. (2) Given the product [C:1]([Si:5]([CH3:7])([CH3:6])[O:8][C:9]1[CH:14]=[CH:13][C:12]([F:15])=[C:11]([CH:10]=1)[CH:24]=[O:25])([CH3:4])([CH3:2])[CH3:3], predict the reactants needed to synthesize it. The reactants are: [C:1]([Si:5]([O:8][C:9]1[CH:14]=[CH:13][C:12]([F:15])=[CH:11][CH:10]=1)([CH3:7])[CH3:6])([CH3:4])([CH3:3])[CH3:2].C([Li])(CC)C.CN([CH:24]=[O:25])C. (3) Given the product [F:24][C:25]1[CH:26]=[C:27]([NH:47][C:4](=[O:6])[CH2:3][C:2]([NH:7][C:8]2[CH:9]=[N:10][CH:11]=[CH:12][CH:13]=2)=[O:1])[CH:28]=[CH:29][C:30]=1[O:31][C:32]1[CH:37]=[CH:36][N:35]=[C:34]2[CH:38]=[C:39]([C:41]3[N:42]([CH3:46])[CH:43]=[CH:44][N:45]=3)[S:40][C:33]=12, predict the reactants needed to synthesize it. The reactants are: [O:1]=[C:2]([NH:7][C:8]1[CH:9]=[N:10][CH:11]=[CH:12][CH:13]=1)[CH2:3][C:4]([OH:6])=O.C1C=CC2N(O)N=NC=2C=1.[F:24][C:25]1[CH:26]=[C:27]([NH2:47])[CH:28]=[CH:29][C:30]=1[O:31][C:32]1[CH:37]=[CH:36][N:35]=[C:34]2[CH:38]=[C:39]([C:41]3[N:42]([CH3:46])[CH:43]=[CH:44][N:45]=3)[S:40][C:33]=12.C(Cl)CCl.C([O-])(O)=O.[Na+]. (4) The reactants are: [F:1][C:2]([F:18])([F:17])[CH:3]([C:5]1[CH:10]=[CH:9][CH:8]=[CH:7][C:6]=1[C:11]1[CH:16]=[CH:15][N:14]=[CH:13][CH:12]=1)[OH:4].[Cl:19][C:20]1[CH:25]=[C:24](Cl)[N:23]=[CH:22][N:21]=1.C(=O)([O-])[O-].[Cs+].[Cs+].O1CCOCC1. Given the product [Cl:19][C:20]1[CH:25]=[C:24]([O:4][CH:3]([C:5]2[CH:10]=[CH:9][CH:8]=[CH:7][C:6]=2[C:11]2[CH:16]=[CH:15][N:14]=[CH:13][CH:12]=2)[C:2]([F:1])([F:17])[F:18])[N:23]=[CH:22][N:21]=1, predict the reactants needed to synthesize it. (5) Given the product [CH2:20]([O:8][C:7](=[O:9])[C:6]1[CH:10]=[CH:11][C:3]([C:1]#[N:2])=[N:4][CH:5]=1)[CH:19]=[CH2:18], predict the reactants needed to synthesize it. The reactants are: [C:1]([C:3]1[CH:11]=[CH:10][C:6]([C:7]([OH:9])=[O:8])=[CH:5][N:4]=1)#[N:2].C([O-])([O-])=O.[Cs+].[Cs+].[CH2:18](Br)[CH:19]=[CH2:20].O.